This data is from Full USPTO retrosynthesis dataset with 1.9M reactions from patents (1976-2016). The task is: Predict the reactants needed to synthesize the given product. The reactants are: [C:1]([C:3]1[CH:8]=[CH:7][C:6]([Si:9]([CH3:12])([CH3:11])[CH3:10])=[CH:5][CH:4]=1)#[CH:2].C(N(CC)CC)C.[Br:20][C:21]1[CH:26]=[CH:25][CH:24]=[C:23](I)[CH:22]=1. Given the product [Br:20][C:21]1[CH:22]=[C:23]([C:2]#[C:1][C:3]2[CH:8]=[CH:7][C:6]([Si:9]([CH3:10])([CH3:12])[CH3:11])=[CH:5][CH:4]=2)[CH:24]=[CH:25][CH:26]=1, predict the reactants needed to synthesize it.